Dataset: Forward reaction prediction with 1.9M reactions from USPTO patents (1976-2016). Task: Predict the product of the given reaction. (1) Given the reactants [Cl:1][C:2]1[CH:7]=[CH:6][C:5]([C:8]2[N:9]=[CH:10][C:11]([CH2:21][OH:22])=[N:12][C:13]=2[C:14]2[CH:19]=[CH:18][C:17]([Cl:20])=[CH:16][CH:15]=2)=[CH:4][CH:3]=1.O.[OH-].[Na+].[F:26][C:27]1[CH:34]=[CH:33][C:30]([CH2:31]Br)=[CH:29][CH:28]=1, predict the reaction product. The product is: [Cl:1][C:2]1[CH:3]=[CH:4][C:5]([C:8]2[C:13]([C:14]3[CH:19]=[CH:18][C:17]([Cl:20])=[CH:16][CH:15]=3)=[N:12][C:11]([CH2:21][O:22][CH2:31][C:30]3[CH:33]=[CH:34][C:27]([F:26])=[CH:28][CH:29]=3)=[CH:10][N:9]=2)=[CH:6][CH:7]=1. (2) Given the reactants [H-].[Al+3].[Li+].[H-].[H-].[H-].[Cl-].[Al+3].[Cl-].[Cl-].[N:11]1([CH2:20][C:21]2[N:25]([CH2:26][C:27]([NH:29][CH3:30])=O)[C:24]3[CH:31]=[CH:32][CH:33]=[CH:34][C:23]=3[N:22]=2)[C:15]2[CH:16]=[CH:17][CH:18]=[CH:19][C:14]=2[N:13]=[N:12]1, predict the reaction product. The product is: [N:11]1([CH2:20][C:21]2[N:25]([CH2:26][CH2:27][NH:29][CH3:30])[C:24]3[CH:31]=[CH:32][CH:33]=[CH:34][C:23]=3[N:22]=2)[C:15]2[CH:16]=[CH:17][CH:18]=[CH:19][C:14]=2[N:13]=[N:12]1. (3) Given the reactants C(O[BH-](OC(=O)C)OC(=O)C)(=O)C.[Na+].[O:15]=[C:16]1[O:20][C@H:19]([C:21]([Cl:24])([Cl:23])[Cl:22])[N:18]2[CH2:25][CH2:26][CH2:27][C@@:17]12[CH:28]=[O:29], predict the reaction product. The product is: [OH:29][CH2:28][C@@:17]12[CH2:27][CH2:26][CH2:25][N:18]1[C@@H:19]([C:21]([Cl:24])([Cl:23])[Cl:22])[O:20][C:16]2=[O:15].